This data is from Forward reaction prediction with 1.9M reactions from USPTO patents (1976-2016). The task is: Predict the product of the given reaction. (1) Given the reactants [F:1][C:2]1[CH:3]=[C:4]([C:8]2[N:13]=[CH:12][C:11]([C:14]([OH:16])=O)=[CH:10][N:9]=2)[CH:5]=[CH:6][CH:7]=1.O[N:18]1[C:22]2[CH:23]=[CH:24][CH:25]=[CH:26][C:21]=2N=N1.C1CCC(N=C=NC2CCCCC2)CC1.NC1C=CC=CC=1.C(O)C(N)(CO)CO, predict the reaction product. The product is: [C:22]1([NH:18][C:14]([C:11]2[CH:12]=[N:13][C:8]([C:4]3[CH:5]=[CH:6][CH:7]=[C:2]([F:1])[CH:3]=3)=[N:9][CH:10]=2)=[O:16])[CH:23]=[CH:24][CH:25]=[CH:26][CH:21]=1. (2) The product is: [Cl:14][CH2:9][C:5]1[N:4]=[C:3]([N:2]([CH3:11])[CH3:1])[CH:8]=[CH:7][N:6]=1. Given the reactants [CH3:1][N:2]([CH3:11])[C:3]1[CH:8]=[CH:7][N:6]=[C:5]([CH2:9]O)[N:4]=1.S(Cl)([Cl:14])=O, predict the reaction product. (3) Given the reactants [CH3:1][C:2]1[CH:3]=[C:4](O)[CH:5]=[CH:6][CH:7]=1.Br[CH2:10][CH2:11][CH2:12][C:13]([O:15]CC)=[O:14].[OH-:18].[K+].Cl.[CH3:21]S(C)=O, predict the reaction product. The product is: [CH3:1][C:2]1[CH:3]=[C:4]([CH:5]=[CH:6][CH:7]=1)[CH2:21][O:18][CH2:10][CH2:11][CH2:12][C:13]([OH:15])=[O:14]. (4) The product is: [CH3:20][N:13]1[C:14]2[C:19](=[CH:18][CH:17]=[CH:16][CH:15]=2)[C:11]([C:9]2[CH:8]=[CH:7][N:6]=[C:5]([S:4][CH3:3])[N:10]=2)=[N:12]1. Given the reactants [H-].[Na+].[CH3:3][S:4][C:5]1[N:10]=[C:9]([C:11]2[C:19]3[C:14](=[CH:15][CH:16]=[CH:17][CH:18]=3)[NH:13][N:12]=2)[CH:8]=[CH:7][N:6]=1.[CH3:20]I.O, predict the reaction product. (5) The product is: [C:1]([Si:5]([O:18][CH2:19][C:20]1([C:23]#[CH:24])[CH2:22][CH2:21]1)([C:12]1[CH:17]=[CH:16][CH:15]=[CH:14][CH:13]=1)[C:6]1[CH:11]=[CH:10][CH:9]=[CH:8][CH:7]=1)([CH3:4])([CH3:3])[CH3:2]. Given the reactants [C:1]([Si:5]([O:18][CH2:19][C:20]1([CH:23]=[C:24](Br)Br)[CH2:22][CH2:21]1)([C:12]1[CH:17]=[CH:16][CH:15]=[CH:14][CH:13]=1)[C:6]1[CH:11]=[CH:10][CH:9]=[CH:8][CH:7]=1)([CH3:4])([CH3:3])[CH3:2].C([Li])CCC.[Cl-].[NH4+].O, predict the reaction product. (6) Given the reactants [CH2:1]([C:4]1[CH:18]=[CH:17][C:7]([C:8]([O:10][CH2:11][CH2:12][Si:13]([CH3:16])([CH3:15])[CH3:14])=[O:9])=[C:6]([CH3:19])[C:5]=1[OH:20])[CH:2]=[CH2:3].[CH3:21][C:22]1([CH3:29])[C:26]([CH3:28])([CH3:27])[O:25][BH:24][O:23]1, predict the reaction product. The product is: [CH3:14][Si:13]([CH3:16])([CH3:15])[CH2:12][CH2:11][O:10][C:8](=[O:9])[C:7]1[CH:17]=[CH:18][C:4]([CH2:1][CH2:2][CH2:3][B:24]2[O:25][C:26]([CH3:28])([CH3:27])[C:22]([CH3:29])([CH3:21])[O:23]2)=[C:5]([OH:20])[C:6]=1[CH3:19]. (7) Given the reactants [NH2:1][CH2:2][CH2:3][O:4][CH2:5][CH2:6][N:7]1[C:19]2[C:18]3[CH:17]=[CH:16][CH:15]=[CH:14][C:13]=3[N:12]=[C:11]([NH2:20])[C:10]=2[N:9]=[C:8]1[CH2:21][CH2:22][O:23][CH3:24].[C:25]1([N:31]=[C:32]=[O:33])[CH:30]=[CH:29][CH:28]=[CH:27][CH:26]=1.CCN(CC)CC, predict the reaction product. The product is: [NH2:20][C:11]1[C:10]2[N:9]=[C:8]([CH2:21][CH2:22][O:23][CH3:24])[N:7]([CH2:6][CH2:5][O:4][CH2:3][CH2:2][NH:1][C:32]([NH:31][C:25]3[CH:30]=[CH:29][CH:28]=[CH:27][CH:26]=3)=[O:33])[C:19]=2[C:18]2[CH:17]=[CH:16][CH:15]=[CH:14][C:13]=2[N:12]=1. (8) Given the reactants [F:1][C:2]([F:17])([F:16])[O:3][C:4]1[CH:15]=[CH:14][C:7]([CH2:8][CH:9]([C:12]#[N:13])[C:10]#[N:11])=[CH:6][CH:5]=1.[H-].[Na+].Br[CH2:21][CH:22]1[CH2:24][C:23]1([Cl:26])[Cl:25], predict the reaction product. The product is: [Cl:25][C:23]1([Cl:26])[CH2:24][CH:22]1[CH2:21][C:9]([CH2:8][C:7]1[CH:6]=[CH:5][C:4]([O:3][C:2]([F:16])([F:17])[F:1])=[CH:15][CH:14]=1)([C:12]#[N:13])[C:10]#[N:11].